This data is from Catalyst prediction with 721,799 reactions and 888 catalyst types from USPTO. The task is: Predict which catalyst facilitates the given reaction. (1) Reactant: C(OC([N:8]1[CH2:13][CH2:12][CH:11]([N:14]2[C:22]3[CH:21]=[CH:20][N:19]=[CH:18][C:17]=3[C:16]([C:23]3[CH:28]=[CH:27][C:26]([Cl:29])=[CH:25][CH:24]=3)=[N:15]2)[CH2:10][CH2:9]1)=O)(C)(C)C.C(O)(C(F)(F)F)=O. Product: [Cl:29][C:26]1[CH:27]=[CH:28][C:23]([C:16]2[C:17]3[CH:18]=[N:19][CH:20]=[CH:21][C:22]=3[N:14]([CH:11]3[CH2:12][CH2:13][NH:8][CH2:9][CH2:10]3)[N:15]=2)=[CH:24][CH:25]=1. The catalyst class is: 2. (2) Reactant: [NH2:1][C:2]1[N:6]([CH2:7][C:8]2[CH:13]=[CH:12][CH:11]=[CH:10][C:9]=2[Cl:14])[N:5]=[N:4][C:3]=1[C:15]([NH2:17])=[O:16].[C:18](Cl)(=[O:22])[CH:19]([CH3:21])[CH3:20]. Product: [Cl:14][C:9]1[CH:10]=[CH:11][CH:12]=[CH:13][C:8]=1[CH2:7][N:6]1[C:2]([NH:1][C:18](=[O:22])[CH:19]([CH3:21])[CH3:20])=[C:3]([C:15]([NH2:17])=[O:16])[N:4]=[N:5]1. The catalyst class is: 17. (3) Reactant: [CH2:1]([S:3]([N:6]1[CH2:11][CH2:10][CH:9]([C:12]2[C:20]3[C:15](=[C:16]([C:29]([NH2:31])=[O:30])[CH:17]=[C:18]([C:21]4[CH:26]=[CH:25][C:24]([CH2:27][OH:28])=[CH:23][CH:22]=4)[CH:19]=3)[NH:14][CH:13]=2)[CH2:8][CH2:7]1)(=[O:5])=[O:4])[CH3:2]. Product: [CH2:1]([S:3]([N:6]1[CH2:11][CH2:10][CH:9]([C:12]2[C:20]3[C:15](=[C:16]([C:29]([NH2:31])=[O:30])[CH:17]=[C:18]([C:21]4[CH:22]=[CH:23][C:24]([CH:27]=[O:28])=[CH:25][CH:26]=4)[CH:19]=3)[NH:14][CH:13]=2)[CH2:8][CH2:7]1)(=[O:5])=[O:4])[CH3:2]. The catalyst class is: 725.